This data is from HIV replication inhibition screening data with 41,000+ compounds from the AIDS Antiviral Screen. The task is: Binary Classification. Given a drug SMILES string, predict its activity (active/inactive) in a high-throughput screening assay against a specified biological target. (1) The drug is O=c1oc2cccnc2n1CCN1CCN(c2ccc(Oc3ccccc3)cc2)CC1. The result is 0 (inactive). (2) The drug is C[SiH-](C)(C)[Fe+2]12345(C6=C1[C-]2C3=C64)[PH](c1ccccc1)(c1ccccc1)CC[PH]5(c1ccccc1)c1ccccc1. The result is 0 (inactive). (3) The compound is COC(=O)C1C23CC(=O)CC1(c1ccc4c(c1)OCO4)C2NC3=O. The result is 0 (inactive). (4) The result is 0 (inactive). The drug is COc1cc(C(c2c(O)c3ccccc3oc2=O)c2c(O)c3ccccc3oc2=O)ccc1O. (5) The drug is COC(=O)C=C(C)CCC1SC1(C)C. The result is 0 (inactive). (6) The molecule is Cc1nc2c(ccc3c2ccc2c(O)c(C)c(C)nc23)c(O)c1C. The result is 0 (inactive).